This data is from Full USPTO retrosynthesis dataset with 1.9M reactions from patents (1976-2016). The task is: Predict the reactants needed to synthesize the given product. (1) Given the product [CH:1]1([S:6]([C:9]2[CH:10]=[C:11]([CH2:15][CH2:16][CH2:17][CH2:18][O:19][CH2:20][CH2:21][CH2:22][CH2:23][CH2:24][CH2:25][NH:26][CH2:27][CH:28]([C:30]3[N:35]=[C:34]([CH2:36][OH:37])[C:33]([OH:39])=[CH:32][CH:31]=3)[OH:29])[CH:12]=[CH:13][CH:14]=2)(=[O:8])=[O:7])[CH2:5][CH2:4][CH2:3][CH2:2]1, predict the reactants needed to synthesize it. The reactants are: [CH:1]1([S:6]([C:9]2[CH:10]=[C:11]([CH2:15][CH2:16][CH2:17][CH2:18][O:19][CH2:20][CH2:21][CH2:22][CH2:23][CH2:24][CH2:25][NH:26][CH2:27][CH:28]([C:30]3[N:35]=[C:34]4[CH2:36][O:37]C(C5C=CC=CC=5)[O:39][C:33]4=[CH:32][CH:31]=3)[OH:29])[CH:12]=[CH:13][CH:14]=2)(=[O:8])=[O:7])[CH2:5][CH2:4][CH2:3][CH2:2]1. (2) Given the product [OH:22][CH2:18][CH2:19][C:20]#[C:21][C:2]1[N:7]=[N:6][C:5]([NH:8][C:9](=[O:17])[CH2:10][C:11]2[CH:16]=[CH:15][CH:14]=[CH:13][CH:12]=2)=[CH:4][CH:3]=1, predict the reactants needed to synthesize it. The reactants are: Cl[C:2]1[N:7]=[N:6][C:5]([NH:8][C:9](=[O:17])[CH2:10][C:11]2[CH:16]=[CH:15][CH:14]=[CH:13][CH:12]=2)=[CH:4][CH:3]=1.[CH2:18]([OH:22])[CH2:19][C:20]#[CH:21]. (3) The reactants are: [Cl:1][C:2]1[CH:7]=[CH:6][C:5]([CH:8]([C:10]2[NH:18][C:13]3=[CH:14][N:15]=[CH:16][CH:17]=[C:12]3[CH:11]=2)[OH:9])=[CH:4][CH:3]=1. Given the product [Cl:1][C:2]1[CH:3]=[CH:4][C:5]([C:8]([C:10]2[NH:18][C:13]3=[CH:14][N:15]=[CH:16][CH:17]=[C:12]3[CH:11]=2)=[O:9])=[CH:6][CH:7]=1, predict the reactants needed to synthesize it. (4) Given the product [CH3:20][O:19][C:10](=[O:12])[CH2:11][CH2:6][CH2:7][CH2:8][CH:1]=[O:4], predict the reactants needed to synthesize it. The reactants are: [C:1]([O-:4])(=O)C.[Na+].[CH:6]1[CH:7]=[CH:8][NH+]=[CH:10][CH:11]=1.[O-:12][Cr](Cl)(=O)=O.CC[O:19][CH2:20]C. (5) Given the product [CH3:24][O:23][C:12]1[N:11]([CH3:25])[NH:10][C:9](=[O:8])[C:13]=1[CH2:14][NH:15][C:16](=[O:22])[O:17][C:18]([CH3:20])([CH3:19])[CH3:21], predict the reactants needed to synthesize it. The reactants are: C([O:8][C:9]1[C:13]([CH2:14][NH:15][C:16](=[O:22])[O:17][C:18]([CH3:21])([CH3:20])[CH3:19])=[C:12]([O:23][CH3:24])[N:11]([CH3:25])[N:10]=1)C1C=CC=CC=1. (6) Given the product [CH3:19][C:17]1[S:16][C:15]2[O:1][C:2]3[CH:7]=[CH:6][C:5]([N+:8]([O-:10])=[O:9])=[CH:4][C:3]=3[NH:11][C:12](=[O:13])[C:14]=2[CH:18]=1, predict the reactants needed to synthesize it. The reactants are: [OH:1][C:2]1[CH:7]=[CH:6][C:5]([N+:8]([O-:10])=[O:9])=[CH:4][C:3]=1[NH:11][C:12]([C:14]1[CH:18]=[C:17]([CH3:19])[S:16][C:15]=1Br)=[O:13].C(=O)([O-])[O-].[K+].[K+].